This data is from Catalyst prediction with 721,799 reactions and 888 catalyst types from USPTO. The task is: Predict which catalyst facilitates the given reaction. Reactant: C[O:2][C:3](=[O:22])[CH:4]([CH2:15][C:16]1[CH:21]=[CH:20][CH:19]=[CH:18][CH:17]=1)[CH2:5][CH2:6][CH2:7][CH2:8][C:9]1[CH:14]=[CH:13][CH:12]=[CH:11][CH:10]=1.O.[OH-].[Li+].O. Product: [CH2:15]([CH:4]([CH2:5][CH2:6][CH2:7][CH2:8][C:9]1[CH:10]=[CH:11][CH:12]=[CH:13][CH:14]=1)[C:3]([OH:22])=[O:2])[C:16]1[CH:17]=[CH:18][CH:19]=[CH:20][CH:21]=1. The catalyst class is: 7.